Task: Predict the reactants needed to synthesize the given product.. Dataset: Full USPTO retrosynthesis dataset with 1.9M reactions from patents (1976-2016) (1) The reactants are: [C:1]([C:4]1[C:5](=[O:16])[NH:6][C:7]2[C:12]([C:13]=1O)=[CH:11][C:10]([I:15])=[CH:9][CH:8]=2)(=O)[CH3:2].O.[NH2:18][NH2:19]. Given the product [I:15][C:10]1[CH:9]=[CH:8][C:7]2[NH:6][C:5](=[O:16])[C:4]3=[C:1]([CH3:2])[NH:18][N:19]=[C:13]3[C:12]=2[CH:11]=1, predict the reactants needed to synthesize it. (2) Given the product [Cl:21][C:22]1[CH:23]=[C:24]2[C:28](=[CH:29][CH:30]=1)[NH:27][C:26]([OH:31])=[C:25]2[C:2]1[N:3]=[C:4]([NH:8][C:9]2[CH:14]=[C:13]([O:15][CH3:16])[C:12]([O:17][CH3:18])=[C:11]([O:19][CH3:20])[CH:10]=2)[N:5]=[CH:6][N:7]=1, predict the reactants needed to synthesize it. The reactants are: Cl[C:2]1[N:7]=[CH:6][N:5]=[C:4]([NH:8][C:9]2[CH:14]=[C:13]([O:15][CH3:16])[C:12]([O:17][CH3:18])=[C:11]([O:19][CH3:20])[CH:10]=2)[N:3]=1.[Cl:21][C:22]1[CH:23]=[C:24]2[C:28](=[CH:29][CH:30]=1)[NH:27][C:26](=[O:31])[CH2:25]2. (3) Given the product [N:1]1[C:10]2[C:5](=[CH:6][CH:7]=[CH:8][C:9]=2[NH:11][S:18]([C:12]2[CH:17]=[CH:16][CH:15]=[CH:14][CH:13]=2)(=[O:20])=[O:19])[CH:4]=[N:3][CH:2]=1, predict the reactants needed to synthesize it. The reactants are: [N:1]1[C:10]2[C:5](=[CH:6][CH:7]=[CH:8][C:9]=2[NH2:11])[CH:4]=[N:3][CH:2]=1.[C:12]1([S:18](Cl)(=[O:20])=[O:19])[CH:17]=[CH:16][CH:15]=[CH:14][CH:13]=1. (4) The reactants are: [N+:1]([C:4]1[CH:9]=[CH:8][C:7]([C:10]2[C:18]3[C:17]([NH2:19])=[N:16][CH:15]=[N:14][C:13]=3[S:12][CH:11]=2)=[CH:6][CH:5]=1)([O-])=O.[Sn].C(OCC)(=O)C.[NH4+].[OH-]. Given the product [NH2:1][C:4]1[CH:5]=[CH:6][C:7]([C:10]2[C:18]3[C:17]([NH2:19])=[N:16][CH:15]=[N:14][C:13]=3[S:12][CH:11]=2)=[CH:8][CH:9]=1, predict the reactants needed to synthesize it. (5) The reactants are: [C:1]([O:4][C@H:5]1[CH2:22][CH2:21][C@@:20]2([CH3:23])[C@@H:7]([CH2:8][CH2:9][C@:10]3([CH3:34])[C@@H:19]2[CH2:18][CH2:17][C@H:16]2[C@@:11]3([CH3:33])[CH2:12][CH2:13][C@@:14]3([C:30](O)=[O:31])[CH2:26][CH2:25][C@@H:24]([C:27]([CH3:29])=[CH2:28])[C@@H:15]32)[C:6]1([CH3:36])[CH3:35])(=[O:3])[CH3:2].O1C=CC=C1Cl.[C:43]1([C:49]2[NH:53][C:52]([C@@H:54]3[CH2:58][CH2:57][CH2:56][NH:55]3)=[N:51][CH:50]=2)[CH:48]=[CH:47][CH:46]=[CH:45][CH:44]=1. Given the product [C:1]([O:4][C@H:5]1[CH2:22][CH2:21][C@@:20]2([CH3:23])[C@@H:7]([CH2:8][CH2:9][C@:10]3([CH3:34])[C@@H:19]2[CH2:18][CH2:17][C@H:16]2[C@@:11]3([CH3:33])[CH2:12][CH2:13][C@@:14]3([C:30]([N:55]4[CH2:56][CH2:57][CH2:58][C@H:54]4[C:52]4[NH:53][C:49]([C:43]5[CH:44]=[CH:45][CH:46]=[CH:47][CH:48]=5)=[CH:50][N:51]=4)=[O:31])[CH2:26][CH2:25][C@@H:24]([C:27]([CH3:29])=[CH2:28])[C@@H:15]32)[C:6]1([CH3:36])[CH3:35])(=[O:3])[CH3:2], predict the reactants needed to synthesize it.